Dataset: NCI-60 drug combinations with 297,098 pairs across 59 cell lines. Task: Regression. Given two drug SMILES strings and cell line genomic features, predict the synergy score measuring deviation from expected non-interaction effect. (1) Drug 1: CCC1(CC2CC(C3=C(CCN(C2)C1)C4=CC=CC=C4N3)(C5=C(C=C6C(=C5)C78CCN9C7C(C=CC9)(C(C(C8N6C=O)(C(=O)OC)O)OC(=O)C)CC)OC)C(=O)OC)O.OS(=O)(=O)O. Drug 2: C1=NC2=C(N=C(N=C2N1C3C(C(C(O3)CO)O)F)Cl)N. Cell line: SK-MEL-5. Synergy scores: CSS=11.5, Synergy_ZIP=-3.94, Synergy_Bliss=0.206, Synergy_Loewe=-5.60, Synergy_HSA=1.58. (2) Drug 1: C1=C(C(=O)NC(=O)N1)F. Drug 2: CC(C)(C#N)C1=CC(=CC(=C1)CN2C=NC=N2)C(C)(C)C#N. Cell line: NCI/ADR-RES. Synergy scores: CSS=21.5, Synergy_ZIP=-13.2, Synergy_Bliss=-15.5, Synergy_Loewe=-12.9, Synergy_HSA=-12.9. (3) Drug 1: CC1=C(C=C(C=C1)NC2=NC=CC(=N2)N(C)C3=CC4=NN(C(=C4C=C3)C)C)S(=O)(=O)N.Cl. Drug 2: C1=CN(C(=O)N=C1N)C2C(C(C(O2)CO)O)O.Cl. Synergy scores: CSS=35.5, Synergy_ZIP=-6.51, Synergy_Bliss=-0.101, Synergy_Loewe=-39.4, Synergy_HSA=0.151. Cell line: NCI-H522. (4) Drug 1: C1CCC(C(C1)N)N.C(=O)(C(=O)[O-])[O-].[Pt+4]. Drug 2: C1CN(P(=O)(OC1)NCCCl)CCCl. Cell line: OVCAR-8. Synergy scores: CSS=8.12, Synergy_ZIP=-23.3, Synergy_Bliss=-42.0, Synergy_Loewe=-39.3, Synergy_HSA=-39.3.